From a dataset of Catalyst prediction with 721,799 reactions and 888 catalyst types from USPTO. Predict which catalyst facilitates the given reaction. Reactant: [OH:1][C:2]1[CH:10]=[CH:9][CH:8]=[C:7]2[C:3]=1[CH2:4][CH2:5][C:6]2=[O:11].C(=O)([O-])[O-].[K+].[K+].[CH2:18](I)[CH2:19][CH3:20]. Product: [CH2:18]([O:1][C:2]1[CH:10]=[CH:9][CH:8]=[C:7]2[C:3]=1[CH2:4][CH2:5][C:6]2=[O:11])[CH2:19][CH3:20]. The catalyst class is: 21.